This data is from Reaction yield outcomes from USPTO patents with 853,638 reactions. The task is: Predict the reaction yield, written as a fraction of the theoretical maximum amount of product (1.0 means a 100% yield; for example, 0.34 means a 34% yield). (1) The yield is 0.813. The catalyst is CO. The reactants are [C:1]([O:5][C:6]([NH:8][C@H:9]1[CH2:14][CH2:13][C@H:12]([NH:15][C:16]2[N:25]=[CH:24][C:23]3[C:18](=[CH:19][C:20]([C:26]([O:28]C)=[O:27])=[CH:21][CH:22]=3)[N:17]=2)[CH2:11][CH2:10]1)=[O:7])([CH3:4])([CH3:3])[CH3:2].[Li+].[OH-]. The product is [C:1]([O:5][C:6]([NH:8][C@H:9]1[CH2:14][CH2:13][C@H:12]([NH:15][C:16]2[N:25]=[CH:24][C:23]3[C:18](=[CH:19][C:20]([C:26]([OH:28])=[O:27])=[CH:21][CH:22]=3)[N:17]=2)[CH2:11][CH2:10]1)=[O:7])([CH3:4])([CH3:2])[CH3:3]. (2) The reactants are [N+:1]([C:4]1[CH:9]=[CH:8][C:7]([CH2:10][CH:11]([NH:13][CH2:14][C:15]2[CH:20]=[CH:19][CH:18]=[CH:17][CH:16]=2)[CH3:12])=[CH:6][CH:5]=1)([O-:3])=[O:2].C(O)(=O)[C@H](C1C=CC=CC=1)O. No catalyst specified. The product is [N+:1]([C:4]1[CH:5]=[CH:6][C:7]([CH2:10][C@H:11]([NH:13][CH2:14][C:15]2[CH:16]=[CH:17][CH:18]=[CH:19][CH:20]=2)[CH3:12])=[CH:8][CH:9]=1)([O-:3])=[O:2]. The yield is 0.490. (3) The reactants are [Br:1][C:2]1[CH:6]=[N:5][N:4]([CH3:7])[C:3]=1[C:8]1[CH:9]=[C:10]([NH2:16])[CH:11]=[CH:12][C:13]=1[O:14][CH3:15].[F:17][C:18]1[CH:19]=[C:20]([N:25]=[C:26]=[O:27])[CH:21]=[CH:22][C:23]=1[F:24]. The catalyst is C(Cl)Cl. The product is [Br:1][C:2]1[CH:6]=[N:5][N:4]([CH3:7])[C:3]=1[C:8]1[CH:9]=[C:10]([NH:16][C:26]([NH:25][C:20]2[CH:21]=[CH:22][C:23]([F:24])=[C:18]([F:17])[CH:19]=2)=[O:27])[CH:11]=[CH:12][C:13]=1[O:14][CH3:15]. The yield is 0.380. (4) The reactants are [Br:1][CH2:2][C:3]1[CH:10]=[CH:9][C:6]([C:7]#N)=[CH:5][C:4]=1[Cl:11].[H-].C([Al+]CC(C)C)C(C)C.Cl.[OH2:23]. The catalyst is C1(C)C=CC=CC=1. The product is [Br:1][CH2:2][C:3]1[CH:10]=[CH:9][C:6]([CH:7]=[O:23])=[CH:5][C:4]=1[Cl:11]. The yield is 0.800. (5) The reactants are [F:1][C:2]1[CH:8]=[C:7]([I:9])[CH:6]=[CH:5][C:3]=1[NH2:4].[CH3:10][O:11][C:12]([C:14]1[CH:15]=[CH:16][C:17]2[N:18]([CH:21]=[N:22][CH:23]=2)[C:19]=1Cl)=[O:13].C[Si]([N-][Si](C)(C)C)(C)C.[Li+]. The catalyst is C1COCC1. The product is [CH3:10][O:11][C:12]([C:14]1[CH:15]=[CH:16][C:17]2[N:18]([CH:21]=[N:22][CH:23]=2)[C:19]=1[NH:4][C:3]1[CH:5]=[CH:6][C:7]([I:9])=[CH:8][C:2]=1[F:1])=[O:13]. The yield is 0.830. (6) The reactants are Br[C:2]1[CH:7]=[CH:6][C:5]([C@@H:8]([OH:13])[C:9]([F:12])([F:11])[F:10])=[CH:4][CH:3]=1.[CH3:14][O:15][C:16]1[CH:17]=[C:18](B(O)O)[CH:19]=[CH:20][CH:21]=1.C(=O)([O-])[O-].[K+].[K+]. The catalyst is C(O)C.O.Cl[Pd](Cl)([P](C1C=CC=CC=1)(C1C=CC=CC=1)C1C=CC=CC=1)[P](C1C=CC=CC=1)(C1C=CC=CC=1)C1C=CC=CC=1. The product is [F:10][C:9]([F:12])([F:11])[C@@H:8]([C:5]1[CH:6]=[CH:7][C:2]([C:20]2[CH:19]=[CH:18][CH:17]=[C:16]([O:15][CH3:14])[CH:21]=2)=[CH:3][CH:4]=1)[OH:13]. The yield is 0.890.